From a dataset of Forward reaction prediction with 1.9M reactions from USPTO patents (1976-2016). Predict the product of the given reaction. Given the reactants [CH3:1][O:2][C:3]([C:5]1[CH:6]=[C:7]([CH2:11][O:12][CH2:13][C@@H:14]([C:16]([NH:18]C(OC(C)(C)C)=O)=[O:17])[NH2:15])[CH:8]=[CH:9][CH:10]=1)=[O:4].[ClH:26], predict the reaction product. The product is: [ClH:26].[CH3:1][O:2][C:3]([C:5]1[CH:6]=[C:7]([CH2:11][O:12][CH2:13][C@@H:14]([C:16]([NH2:18])=[O:17])[NH2:15])[CH:8]=[CH:9][CH:10]=1)=[O:4].